This data is from Peptide-MHC class I binding affinity with 185,985 pairs from IEDB/IMGT. The task is: Regression. Given a peptide amino acid sequence and an MHC pseudo amino acid sequence, predict their binding affinity value. This is MHC class I binding data. (1) The peptide sequence is EEIRRIWRQ. The MHC is HLA-A02:06 with pseudo-sequence HLA-A02:06. The binding affinity (normalized) is 0.0847. (2) The peptide sequence is SVFHEHIFK. The MHC is HLA-B40:01 with pseudo-sequence HLA-B40:01. The binding affinity (normalized) is 0.0847. (3) The peptide sequence is PTAPPTGAAD. The MHC is Mamu-A01 with pseudo-sequence Mamu-A01. The binding affinity (normalized) is 0.143. (4) The peptide sequence is YQAFRTKVH. The MHC is HLA-B58:01 with pseudo-sequence HLA-B58:01. The binding affinity (normalized) is 0.0847. (5) The peptide sequence is LVKSSFVKK. The MHC is HLA-A31:01 with pseudo-sequence HLA-A31:01. The binding affinity (normalized) is 1.00. (6) The peptide sequence is IEELRRHLL. The MHC is HLA-B44:02 with pseudo-sequence HLA-B44:02. The binding affinity (normalized) is 0.186. (7) The peptide sequence is ELYDTSPTKR. The MHC is HLA-A68:01 with pseudo-sequence HLA-A68:01. The binding affinity (normalized) is 0.961.